From a dataset of Peptide-MHC class II binding affinity with 134,281 pairs from IEDB. Regression. Given a peptide amino acid sequence and an MHC pseudo amino acid sequence, predict their binding affinity value. This is MHC class II binding data. The MHC is HLA-DPA10103-DPB10401 with pseudo-sequence HLA-DPA10103-DPB10401. The peptide sequence is IGRIAETILGYNPSRA. The binding affinity (normalized) is 0.179.